From a dataset of Forward reaction prediction with 1.9M reactions from USPTO patents (1976-2016). Predict the product of the given reaction. (1) Given the reactants [OH:1][C:2]([C:35]1[CH:40]=[CH:39][CH:38]=[CH:37][CH:36]=1)([C:29]1[CH:34]=[CH:33][CH:32]=[CH:31][CH:30]=1)[CH:3]1[CH2:8][CH2:7][N:6]([CH2:9][CH2:10][CH2:11][C:12]([C:17]2[CH:22]=[CH:21][C:20]([C:23]([CH3:28])([CH3:27])[C:24]([OH:26])=[O:25])=[CH:19][CH:18]=2)(OC)[O:13]C)[CH2:5][CH2:4]1.Cl.[OH-].[Na+].[Na][BH3-].C(O)(=O)C, predict the reaction product. The product is: [CH3:28][C:23]([C:24]([OH:26])=[O:25])([C:20]1[CH:21]=[CH:22][C:17]([CH:12]([OH:13])[CH2:11][CH2:10][CH2:9][N:6]2[CH2:5][CH2:4][CH:3]([C:2]([OH:1])([C:29]3[CH:30]=[CH:31][CH:32]=[CH:33][CH:34]=3)[C:35]3[CH:40]=[CH:39][CH:38]=[CH:37][CH:36]=3)[CH2:8][CH2:7]2)=[CH:18][CH:19]=1)[CH3:27]. (2) Given the reactants [C:1]([NH:8][C@H:9]([C:12]([OH:14])=O)[CH2:10][OH:11])([O:3][C:4]([CH3:7])([CH3:6])[CH3:5])=[O:2].C(N1CCOCC1)C.O.OC1C2N=NNC=2C=CC=1.C(Cl)CCl.FC(F)(F)C(O)=O.[CH3:45][CH:46]([O:48][C:49]1[CH:56]=[CH:55][C:54]([C:57]2[O:61][N:60]=[C:59]([C:62]3[CH:71]=[CH:70][CH:69]=[C:68]4[C:63]=3[CH2:64][CH2:65][NH:66][CH2:67]4)[N:58]=2)=[CH:53][C:50]=1[C:51]#[N:52])[CH3:47], predict the reaction product. The product is: [C:51]([C:50]1[CH:53]=[C:54]([C:57]2[O:61][N:60]=[C:59]([C:62]3[CH:71]=[CH:70][CH:69]=[C:68]4[C:63]=3[CH2:64][CH2:65][N:66]([C:12](=[O:14])[C@@H:9]([NH:8][C:1](=[O:2])[O:3][C:4]([CH3:5])([CH3:6])[CH3:7])[CH2:10][OH:11])[CH2:67]4)[N:58]=2)[CH:55]=[CH:56][C:49]=1[O:48][CH:46]([CH3:47])[CH3:45])#[N:52]. (3) The product is: [CH3:1][C:2]1[CH:3]=[CH:4][C:5]([C:6]([N:8]=[C:9]2[N:13]([CH:24]([CH2:29][CH3:30])[C:25]([OH:27])=[O:26])[C:12]3[CH:14]=[C:15]([N+:18]([O-:20])=[O:19])[CH:16]=[CH:17][C:11]=3[S:10]2)=[O:7])=[CH:21][CH:22]=1. Given the reactants [CH3:1][C:2]1[CH:22]=[CH:21][C:5]([C:6]([NH:8][C:9]2[S:10][C:11]3[CH:17]=[CH:16][C:15]([N+:18]([O-:20])=[O:19])=[CH:14][C:12]=3[N:13]=2)=[O:7])=[CH:4][CH:3]=1.Br[CH:24]([CH2:29][CH3:30])[C:25]([O:27]C)=[O:26].CC1C=CC(C(NC2SC3C=C(C)C=CC=3N=2)=O)=CC=1.BrC(CC)C(OCC)=O, predict the reaction product. (4) Given the reactants C[O:2][C:3](=O)[C:4]1[C:9]([CH3:10])=[CH:8][CH:7]=[N:6][C:5]=1[Cl:11].CC(C[AlH]CC(C)C)C.C([O-])([O-])=O.[Na+].[Na+].N, predict the reaction product. The product is: [Cl:11][C:5]1[C:4]([CH2:3][OH:2])=[C:9]([CH3:10])[CH:8]=[CH:7][N:6]=1. (5) Given the reactants Cl.[NH2:2][CH:3]1[CH2:11][C:10]2[C:5](=[CH:6][CH:7]=[CH:8][CH:9]=2)[CH2:4]1.C([O-])([O-])=O.[Na+].[Na+], predict the reaction product. The product is: [NH2:2][CH:3]1[CH2:11][C:10]2[C:5](=[CH:6][CH:7]=[CH:8][CH:9]=2)[CH2:4]1. (6) Given the reactants [CH3:1][CH:2]([CH3:5])[CH2:3][NH2:4].[F:6][C:7]([F:15])([F:14])[CH2:8][CH:9]([CH3:13])[C:10](O)=[O:11].C(N(CC)CC)C.F[P-](F)(F)(F)(F)F.N1(O[P+](N(C)C)(N(C)C)N(C)C)C2C=CC=CC=2N=N1, predict the reaction product. The product is: [F:6][C:7]([F:15])([F:14])[CH2:8][CH:9]([CH3:13])[C:10]([NH:4][CH2:3][CH:2]([CH3:5])[CH3:1])=[O:11].